This data is from CYP2C19 inhibition data for predicting drug metabolism from PubChem BioAssay. The task is: Regression/Classification. Given a drug SMILES string, predict its absorption, distribution, metabolism, or excretion properties. Task type varies by dataset: regression for continuous measurements (e.g., permeability, clearance, half-life) or binary classification for categorical outcomes (e.g., BBB penetration, CYP inhibition). Dataset: cyp2c19_veith. (1) The molecule is C[C@@H](C(=O)Nc1ccc2ccccc2c1)[C@H]1C[C@]1(C)[C@H](NS(=O)(=O)c1ccc(-c2ccccc2)cc1)c1ccccc1. The result is 0 (non-inhibitor). (2) The compound is Nc1nc(N)c2[nH]c(CNc3ccc(C(=O)O)cc3)nc2n1. The result is 0 (non-inhibitor).